From a dataset of Reaction yield outcomes from USPTO patents with 853,638 reactions. Predict the reaction yield, written as a fraction of the theoretical maximum amount of product (1.0 means a 100% yield; for example, 0.34 means a 34% yield). (1) The catalyst is ClCCl. The reactants are [OH:1][C:2]1[C:3]2[CH:27]=[CH:26][S:25][C:4]=2[N:5]([CH2:21][CH:22]([CH3:24])[CH3:23])[C:6](=[O:20])[C:7]=1[C:8]([NH:10][CH2:11][CH2:12][CH2:13][N:14]1[CH2:19][CH2:18][CH2:17][CH2:16][CH2:15]1)=[O:9].[ClH:28].C(OCC)C. The yield is 0.920. The product is [ClH:28].[OH:1][C:2]1[C:3]2[CH:27]=[CH:26][S:25][C:4]=2[N:5]([CH2:21][CH:22]([CH3:24])[CH3:23])[C:6](=[O:20])[C:7]=1[C:8]([NH:10][CH2:11][CH2:12][CH2:13][N:14]1[CH2:15][CH2:16][CH2:17][CH2:18][CH2:19]1)=[O:9]. (2) The reactants are [F:1][C:2]1[N:7]=[CH:6][C:5]([CH:8]([N:10]2[CH2:15][CH2:14][O:13][CH2:12][CH2:11]2)[CH3:9])=[CH:4][C:3]=1B1OC(C)(C)C(C)(C)O1.Cl[C:26]1[N:34]=[C:33]([CH3:35])[N:32]=[C:31]2[C:27]=1[N:28]=[CH:29][N:30]2[CH:36]1[CH2:41][CH2:40][CH2:39][CH2:38][O:37]1.C([O-])(=O)C.[K+].CCOC(C)=O. The catalyst is O1CCOCC1.O.CC(O)C.C(Cl)(Cl)Cl. The product is [F:1][C:2]1[N:7]=[CH:6][C:5]([CH:8]([N:10]2[CH2:11][CH2:12][O:13][CH2:14][CH2:15]2)[CH3:9])=[CH:4][C:3]=1[C:26]1[N:34]=[C:33]([CH3:35])[N:32]=[C:31]2[C:27]=1[N:28]=[CH:29][N:30]2[CH:36]1[CH2:41][CH2:40][CH2:39][CH2:38][O:37]1. The yield is 0.550. (3) The reactants are [O:1]=[S:2]1(=[O:31])[C:7]2[CH:8]=[CH:9][CH:10]=[CH:11][C:6]=2[NH:5][C:4]([C:12]2[C:13](=[O:30])[N:14]([CH2:23][CH2:24][CH:25]3OCC[O:26]3)[C:15]3[C:20]([C:21]=2[OH:22])=[CH:19][CH:18]=[CH:17][N:16]=3)=[N:3]1.S(=O)(=O)(O)O. The catalyst is O.C(O)(=O)C. The product is [O:31]=[S:2]1(=[O:1])[C:7]2[CH:8]=[CH:9][CH:10]=[CH:11][C:6]=2[NH:5][C:4]([C:12]2[C:13](=[O:30])[N:14]([CH2:23][CH2:24][CH:25]=[O:26])[C:15]3[C:20]([C:21]=2[OH:22])=[CH:19][CH:18]=[CH:17][N:16]=3)=[N:3]1. The yield is 0.780. (4) The reactants are Cl[C:2]1[C:7]2[S:8][C:9]3[N:10]=[C:11](CC)[C:12]4[CH2:13][CH2:14][C:15]([CH3:22])([CH3:21])[CH:16](NC)[C:17]=4[C:18]=3[C:6]=2[N:5]=[CH:4][N:3]=1.[N:25]1([CH2:31][CH2:32][NH2:33])[CH2:30][CH2:29][O:28][CH2:27][CH2:26]1. The catalyst is C(O)C. The product is [CH2:2]([N:3]([CH3:4])[C:11]1[C:12]2[CH2:13][CH2:14][C:15]([CH3:22])([CH3:21])[CH2:16][C:17]=2[C:18]2[C:6]3[C:7](=[C:2]([NH:33][CH2:32][CH2:31][N:25]4[CH2:30][CH2:29][O:28][CH2:27][CH2:26]4)[N:3]=[CH:4][N:5]=3)[S:8][C:9]=2[N:10]=1)[CH3:7]. The yield is 0.510. (5) The reactants are [NH2:1][CH2:2][C:3]1[CH:8]=[CH:7][C:6]([C:9]2[C:14]([CH3:15])=[CH:13][CH:12]=[C:11]([NH:16][C:17]([C:19]3([C:22]4[CH:30]=[CH:29][C:25]5[O:26][CH2:27][O:28][C:24]=5[CH:23]=4)[CH2:21][CH2:20]3)=[O:18])[CH:10]=2)=[CH:5][CH:4]=1.[CH2:31]([S:34](Cl)(=[O:36])=[O:35])[CH2:32][CH3:33].CCN(CC)CC. The catalyst is ClCCl. The product is [O:26]1[C:25]2[CH:29]=[CH:30][C:22]([C:19]3([C:17]([NH:16][C:11]4[CH:10]=[C:9]([C:6]5[CH:5]=[CH:4][C:3]([CH2:2][NH:1][S:34]([CH2:31][CH2:32][CH3:33])(=[O:36])=[O:35])=[CH:8][CH:7]=5)[C:14]([CH3:15])=[CH:13][CH:12]=4)=[O:18])[CH2:20][CH2:21]3)=[CH:23][C:24]=2[O:28][CH2:27]1. The yield is 0.100. (6) The reactants are [NH2:1][C:2]([CH3:7])([CH3:6])[CH2:3][CH2:4][OH:5].[F:8][C:9]([F:21])([F:20])[S:10][C:11]1[CH:16]=[CH:15][C:14]([N:17]=[C:18]=[O:19])=[CH:13][CH:12]=1. The catalyst is C1COCC1. The product is [OH:5][CH2:4][CH2:3][C:2]([NH:1][C:18]([NH:17][C:14]1[CH:15]=[CH:16][C:11]([S:10][C:9]([F:20])([F:8])[F:21])=[CH:12][CH:13]=1)=[O:19])([CH3:7])[CH3:6]. The yield is 0.950. (7) The reactants are [CH2:1]([N:8]1[C:16]2[C:11](=[CH:12][C:13]([C:17]3[CH:22]=[CH:21][C:20]([F:23])=[C:19]([Cl:24])[CH:18]=3)=[CH:14][CH:15]=2)[C:10]([C:25](=[O:31])[C:26]([O:28]CC)=[O:27])=[CH:9]1)[C:2]1[CH:7]=[CH:6][CH:5]=[CH:4][CH:3]=1.[OH-].[K+]. The product is [CH2:1]([N:8]1[C:16]2[C:11](=[CH:12][C:13]([C:17]3[CH:22]=[CH:21][C:20]([F:23])=[C:19]([Cl:24])[CH:18]=3)=[CH:14][CH:15]=2)[C:10]([C:25](=[O:31])[C:26]([OH:28])=[O:27])=[CH:9]1)[C:2]1[CH:7]=[CH:6][CH:5]=[CH:4][CH:3]=1. The catalyst is C1COCC1.O. The yield is 0.630.